Dataset: Forward reaction prediction with 1.9M reactions from USPTO patents (1976-2016). Task: Predict the product of the given reaction. (1) Given the reactants [CH3:1][CH2:2][O:3][C:4](/[C:6](/Cl)=[N:7]\[OH:8])=[O:5].[CH2:10]([OH:13])[C:11]#[CH:12].CCN(CC)CC, predict the reaction product. The product is: [OH:13][CH2:10][C:11]1[O:8][N:7]=[C:6]([C:4]([O:3][CH2:2][CH3:1])=[O:5])[CH:12]=1. (2) Given the reactants [CH3:1][C:2]([S:5]([NH:8][CH:9]1[CH:17]([NH:18][C@@H:19]([C:21]2[CH:26]=[CH:25][CH:24]=[CH:23][CH:22]=2)[CH3:20])[CH2:16][C:11]2([O:15][CH2:14][CH2:13][O:12]2)[CH2:10]1)(=[O:7])=[O:6])([CH3:4])[CH3:3].C(=O)([O-])[O-].[Na+].[Na+].Cl[C:34]([O:36][CH2:37][C:38]1[CH:43]=[CH:42][CH:41]=[CH:40][CH:39]=1)=[O:35], predict the reaction product. The product is: [CH3:1][C:2]([S:5]([NH:8][CH:9]1[CH2:10][C:11]2([O:15][CH2:14][CH2:13][O:12]2)[CH2:16][CH:17]1[N:18]([C@@H:19]([C:21]1[CH:26]=[CH:25][CH:24]=[CH:23][CH:22]=1)[CH3:20])[C:34](=[O:35])[O:36][CH2:37][C:38]1[CH:43]=[CH:42][CH:41]=[CH:40][CH:39]=1)(=[O:6])=[O:7])([CH3:3])[CH3:4]. (3) Given the reactants [C:1]1([C@@H:7]2[CH2:11][N:10]([CH:12]3[CH2:17][CH2:16][O:15][CH2:14][CH2:13]3)[C:9](=[O:18])[N:8]2[CH:19]2[CH2:24][CH2:23][NH:22][CH2:21][CH2:20]2)[CH:6]=[CH:5][CH:4]=[CH:3][CH:2]=1.CCN(C(C)C)C(C)C.[CH3:34][O:35][C:36](=[O:52])[C:37]1[CH:42]=[CH:41][C:40]([S:43][C:44]2[CH:49]=[CH:48][C:47]([CH2:50]Br)=[CH:46][N:45]=2)=[CH:39][CH:38]=1, predict the reaction product. The product is: [CH3:34][O:35][C:36](=[O:52])[C:37]1[CH:42]=[CH:41][C:40]([S:43][C:44]2[CH:49]=[CH:48][C:47]([CH2:50][N:22]3[CH2:23][CH2:24][CH:19]([N:8]4[C@H:7]([C:1]5[CH:2]=[CH:3][CH:4]=[CH:5][CH:6]=5)[CH2:11][N:10]([CH:12]5[CH2:13][CH2:14][O:15][CH2:16][CH2:17]5)[C:9]4=[O:18])[CH2:20][CH2:21]3)=[CH:46][N:45]=2)=[CH:39][CH:38]=1. (4) Given the reactants O.S([O-])(OCCCCCCCCCCCC)(=O)=O.[Na+].[CH2:20]=[C:21]1[CH2:26][CH:25]([CH3:27])[O:24][C:22]1=[O:23].[C:28]([OH:32])(=[O:31])[CH:29]=[CH2:30].[CH2:33]([N:36]([CH2:40][CH:41]=[CH2:42])[CH2:37][CH:38]=[CH2:39])[CH:34]=[CH2:35].S(OOS([O-])(=O)=O)([O-])(=O)=O.[Na+].[Na+].[OH-].[Na+], predict the reaction product. The product is: [CH2:20]=[C:21]1[CH2:26][CH:25]([CH3:27])[O:24][C:22]1=[O:23].[CH2:33]([N:36]([CH2:40][CH:41]=[CH2:42])[CH2:37][CH:38]=[CH2:39])[CH:34]=[CH2:35].[C:28]([OH:32])(=[O:31])[CH:29]=[CH2:30]. (5) The product is: [Cl:24][C:22]1[CH:21]=[CH:20][CH:19]=[C:18]2[C:23]=1[C:14]([O:10][CH:7]1[CH2:8][CH2:9][N:4]([CH:1]([CH3:3])[CH3:2])[CH2:5][CH2:6]1)=[N:15][C:16]([C@@H:25]([NH:27][C:28]1[N:36]=[CH:35][N:34]=[C:33]3[C:29]=1[N:30]=[CH:31][NH:32]3)[CH3:26])=[CH:17]2. Given the reactants [CH:1]([N:4]1[CH2:9][CH2:8][CH:7]([OH:10])[CH2:6][CH2:5]1)([CH3:3])[CH3:2].[H-].[Na+].Cl[C:14]1[C:23]2[C:18](=[CH:19][CH:20]=[CH:21][C:22]=2[Cl:24])[CH:17]=[C:16]([C@@H:25]([NH:27][C:28]2[N:36]=[CH:35][N:34]=[C:33]3[C:29]=2[N:30]=[CH:31][NH:32]3)[CH3:26])[N:15]=1.O, predict the reaction product.